From a dataset of CYP1A2 inhibition data for predicting drug metabolism from PubChem BioAssay. Regression/Classification. Given a drug SMILES string, predict its absorption, distribution, metabolism, or excretion properties. Task type varies by dataset: regression for continuous measurements (e.g., permeability, clearance, half-life) or binary classification for categorical outcomes (e.g., BBB penetration, CYP inhibition). Dataset: cyp1a2_veith. (1) The molecule is O=C(CSc1ncccn1)Nc1ccc(S(=O)(=O)N2CCCCC2)cc1. The result is 0 (non-inhibitor). (2) The molecule is N1=C(c2nnc(-c3nn[nH]n3)nn2)NNN1. The result is 0 (non-inhibitor). (3) The drug is COc1ccc(CN(C(=O)Cc2cccs2)C(C(=O)NC2CCCC2)c2ccncc2)cc1. The result is 0 (non-inhibitor). (4) The drug is O=S(=O)(c1ccccc1)N1CCC2(CCCN(Cc3cc(C(F)(F)F)cc(C(F)(F)F)c3)C2)CC1. The result is 0 (non-inhibitor). (5) The compound is COc1ccc(C(=O)N/N=C/c2cccc3cccnc23)cc1. The result is 1 (inhibitor). (6) The compound is COc1ccc(-n2nc(C(F)(F)F)cc2-c2ccc(Cl)cc2)cc1. The result is 1 (inhibitor).